From a dataset of Forward reaction prediction with 1.9M reactions from USPTO patents (1976-2016). Predict the product of the given reaction. (1) Given the reactants [Br:1][C:2]1[CH:7]=[CH:6][CH:5]=[C:4]([CH:8]([CH:10]2[CH2:12][CH2:11]2)[CH3:9])[C:3]=1[OH:13].C(=O)([O-])[O-].[K+].[K+].Br[CH2:21][C:22]([CH3:24])=[CH2:23], predict the reaction product. The product is: [Br:1][C:2]1[CH:7]=[CH:6][CH:5]=[C:4]([CH:8]([CH:10]2[CH2:11][CH2:12]2)[CH3:9])[C:3]=1[O:13][CH2:23][C:22]([CH3:24])=[CH2:21]. (2) Given the reactants [C:1]([O:5][C:6]([NH:8][CH2:9][C:10]1[C:11]([C:32]2[CH:37]=[CH:36][C:35]([CH3:38])=[CH:34][CH:33]=2)=[C:12]([NH:21]C(=O)OCC2C=CC=CC=2)[C:13]([CH3:20])=[N:14][C:15]=1[CH2:16][CH:17]([CH3:19])[CH3:18])=[O:7])([CH3:4])([CH3:3])[CH3:2], predict the reaction product. The product is: [NH2:21][C:12]1[C:11]([C:32]2[CH:33]=[CH:34][C:35]([CH3:38])=[CH:36][CH:37]=2)=[C:10]([CH2:9][NH:8][C:6](=[O:7])[O:5][C:1]([CH3:2])([CH3:3])[CH3:4])[C:15]([CH2:16][CH:17]([CH3:19])[CH3:18])=[N:14][C:13]=1[CH3:20]. (3) Given the reactants [O:1]1[C:8]2[CH:7]=[C:6]([C:9]([OH:11])=[O:10])[NH:5][C:4]=2[CH:3]=[CH:2]1.[C:12]([O:15][CH:16](Cl)[CH3:17])(=[O:14])[CH3:13], predict the reaction product. The product is: [O:1]1[C:8]2[CH:7]=[C:6]([C:9]([O:11][CH:16]([O:15][C:12](=[O:14])[CH3:13])[CH3:17])=[O:10])[NH:5][C:4]=2[CH:3]=[CH:2]1. (4) Given the reactants [CH2:1]([N:5]1[C:9]([CH2:10][CH2:11][S:12]([CH2:15][CH2:16][CH3:17])(=[O:14])=[O:13])=[CH:8][C:7]([C:18]([NH2:20])=O)=[N:6]1)[CH2:2][CH2:3][CH3:4].P(Cl)(Cl)(Cl)=O, predict the reaction product. The product is: [CH2:1]([N:5]1[C:9]([CH2:10][CH2:11][S:12]([CH2:15][CH2:16][CH3:17])(=[O:14])=[O:13])=[CH:8][C:7]([C:18]#[N:20])=[N:6]1)[CH2:2][CH2:3][CH3:4]. (5) The product is: [CH2:19]([C:18]1[CH2:2][C:3]2([CH2:4][N:5]3[CH2:10][CH2:9][CH:8]2[CH2:7][CH2:6]3)[O:22][N:21]=1)[CH3:20]. Given the reactants B.[CH2:2]=[C:3]1[CH:8]2[CH2:9][CH2:10][N:5]([CH2:6][CH2:7]2)[CH2:4]1.C(N(CC)CC)C.[C:18](Cl)(=[N:21][OH:22])[CH2:19][CH3:20].O, predict the reaction product. (6) Given the reactants CS(O[CH2:6][CH2:7][C:8]1[CH:13]=[CH:12][C:11]([N+:14]([O-:16])=[O:15])=[CH:10][C:9]=1[CH2:17][CH2:18][N:19]=[N+]=[N-])(=O)=O.CS(OCCC1C=C([N+]([O-])=O)C=CC=1CCN=[N+]=[N-])(=O)=O, predict the reaction product. The product is: [N+:14]([C:11]1[CH:12]=[CH:13][C:8]2[CH2:7][CH2:6][NH:19][CH2:18][CH2:17][C:9]=2[CH:10]=1)([O-:16])=[O:15]. (7) Given the reactants [F:1][C:2]1[CH:7]=[CH:6][C:5](N)=[CH:4][C:3]=1[C:9]1[C:14]([F:15])=[CH:13][CH:12]=[CH:11][N:10]=1.N([O-])=O.[Na+].C(Cl)Cl.[BrH:23], predict the reaction product. The product is: [Br:23][C:5]1[CH:6]=[CH:7][C:2]([F:1])=[C:3]([C:9]2[C:14]([F:15])=[CH:13][CH:12]=[CH:11][N:10]=2)[CH:4]=1. (8) Given the reactants C([O:8][N:9]1[C:15](=[O:16])[N:14]2[CH2:17][C@H:10]1[CH2:11][CH2:12][C@H:13]2[C:18]([NH:20][O:21][CH3:22])=[O:19])C1C=CC=CC=1, predict the reaction product. The product is: [OH:8][N:9]1[C:15](=[O:16])[N:14]2[CH2:17][C@H:10]1[CH2:11][CH2:12][C@H:13]2[C:18]([NH:20][O:21][CH3:22])=[O:19]. (9) Given the reactants [CH3:1][C:2]1[N:7]=[C:6]([SH:8])[N:5]=[C:4]([OH:9])[CH:3]=1.C(=O)([O-])[O-].[K+].[K+].Br[CH2:17][N:18]1[C:22]([Cl:23])=[CH:21][CH:20]=[N:19]1, predict the reaction product. The product is: [Cl:23][C:22]1[N:18]([CH2:17][S:8][C:6]2[N:5]=[C:4]([OH:9])[CH:3]=[C:2]([CH3:1])[N:7]=2)[N:19]=[CH:20][CH:21]=1.